Task: Predict the reactants needed to synthesize the given product.. Dataset: Full USPTO retrosynthesis dataset with 1.9M reactions from patents (1976-2016) (1) Given the product [F:7][C:8]([F:13])([F:12])[C:9]([CH3:10])([OH:11])[CH2:6][N+:3]([O-:5])=[O:4], predict the reactants needed to synthesize it. The reactants are: [Li+].[OH-].[N+:3]([CH3:6])([O-:5])=[O:4].[F:7][C:8]([F:13])([F:12])[C:9](=[O:11])[CH3:10].[O-]S([O-])(=O)=O.[Mg+2]. (2) The reactants are: C1(O[C:8](=[O:40])[NH:9][C:10]2[CH:15]=[C:14]([O:16][C:17]3[CH:22]=[CH:21][C:20]([NH:23][C:24]([C:26]4[C:27](=[O:39])[N:28]([C:33]5[CH:38]=[CH:37][CH:36]=[CH:35][CH:34]=5)[N:29]([CH3:32])[C:30]=4[CH3:31])=[O:25])=[CH:19][CH:18]=3)[CH:13]=[CH:12][N:11]=2)C=CC=CC=1.[CH3:41][NH:42][CH2:43][CH2:44][OH:45]. Given the product [OH:45][CH2:44][CH2:43][N:42]([CH3:41])[C:8](=[O:40])[NH:9][C:10]1[CH:15]=[C:14]([O:16][C:17]2[CH:18]=[CH:19][C:20]([NH:23][C:24]([C:26]3[C:27](=[O:39])[N:28]([C:33]4[CH:34]=[CH:35][CH:36]=[CH:37][CH:38]=4)[N:29]([CH3:32])[C:30]=3[CH3:31])=[O:25])=[CH:21][CH:22]=2)[CH:13]=[CH:12][N:11]=1, predict the reactants needed to synthesize it.